The task is: Predict the product of the given reaction.. This data is from Forward reaction prediction with 1.9M reactions from USPTO patents (1976-2016). (1) Given the reactants [NH2:1][CH2:2][CH2:3][C:4]([N:6]([C:9]1[C:10]([Cl:20])=[N:11][N:12]([C:14]2[CH:15]=[N:16][CH:17]=[CH:18][CH:19]=2)[CH:13]=1)[CH2:7][CH3:8])=[O:5].[F:21][C:22]1([F:29])[CH2:24][C:23]1([CH3:28])[C:25](O)=[O:26].C1CCC(N=C=NC2CCCCC2)CC1, predict the reaction product. The product is: [Cl:20][C:10]1[C:9]([N:6]([CH2:7][CH3:8])[C:4](=[O:5])[CH2:3][CH2:2][NH:1][C:25]([C:23]2([CH3:28])[CH2:24][C:22]2([F:29])[F:21])=[O:26])=[CH:13][N:12]([C:14]2[CH:15]=[N:16][CH:17]=[CH:18][CH:19]=2)[N:11]=1. (2) The product is: [NH2:1][C:2]1[S:6][N:5]=[C:4]([CH3:7])[C:3]=1[C:8]([NH:23][C:20]1[CH:21]=[N:22][C:17]([O:16][CH3:15])=[C:18]([CH3:24])[CH:19]=1)=[O:10]. Given the reactants [NH2:1][C:2]1[S:6][N:5]=[C:4]([CH3:7])[C:3]=1[C:8]([OH:10])=O.S(Cl)(Cl)=O.[CH3:15][O:16][C:17]1[N:22]=[CH:21][C:20]([NH2:23])=[CH:19][C:18]=1[CH3:24].C(N(CC)CC)C, predict the reaction product. (3) Given the reactants [NH:1]1[C:9]2[C:4](=[CH:5][CH:6]=[CH:7][CH:8]=2)[CH2:3][C:2]1=[O:10].[CH3:11][S:12](Cl)(=[O:14])=[O:13].[Cl-].[Cl-].[Cl-].[Al+3].Cl, predict the reaction product. The product is: [CH3:11][S:12]([C:6]1[CH:5]=[C:4]2[C:9](=[CH:8][CH:7]=1)[NH:1][C:2](=[O:10])[CH2:3]2)(=[O:14])=[O:13].